Predict the product of the given reaction. From a dataset of Forward reaction prediction with 1.9M reactions from USPTO patents (1976-2016). (1) Given the reactants [CH3:1][O:2][C:3]1[CH:8]=[C:7]([N+:9]([O-])=O)[CH:6]=[CH:5][C:4]=1[N:12]1[CH:16]=[C:15]([CH3:17])[N:14]=[CH:13]1.[H][H], predict the reaction product. The product is: [CH3:1][O:2][C:3]1[CH:8]=[C:7]([NH2:9])[CH:6]=[CH:5][C:4]=1[N:12]1[CH:16]=[C:15]([CH3:17])[N:14]=[CH:13]1. (2) Given the reactants C([O:8][N:9]1[C:15](=[O:16])[N:14]2[CH2:17][C@H:10]1[CH2:11][CH2:12][C@H:13]2[C:18]([NH:20][NH:21][C:22]([C@@H:24]1[CH2:29][CH2:28][CH2:27][CH2:26][N:25]1[C:30]([O:32][C:33]([CH3:36])([CH3:35])[CH3:34])=[O:31])=[O:23])=[O:19])C1C=CC=CC=1.[H][H], predict the reaction product. The product is: [OH:8][N:9]1[C:15](=[O:16])[N:14]2[CH2:17][C@H:10]1[CH2:11][CH2:12][C@H:13]2[C:18]([NH:20][NH:21][C:22]([C@@H:24]1[CH2:29][CH2:28][CH2:27][CH2:26][N:25]1[C:30]([O:32][C:33]([CH3:36])([CH3:35])[CH3:34])=[O:31])=[O:23])=[O:19]. (3) Given the reactants [CH3:1][C:2]1[S:3][CH:4]=[C:5]([C:7]([O:9][CH2:10][CH3:11])=[O:8])[N:6]=1.S(=O)(=O)(O)O.II.[I:19](O)(=O)=O.S([O-])([O-])(=O)=S.[Na+].[Na+], predict the reaction product. The product is: [CH2:10]([O:9][C:7]([C:5]1[N:6]=[C:2]([CH3:1])[S:3][C:4]=1[I:19])=[O:8])[CH3:11]. (4) Given the reactants [Cl:1][C:2]1[C:10]([O:11][C:12]([C:15]#[N:16])([CH3:14])[CH3:13])=[CH:9][CH:8]=[CH:7][C:3]=1[C:4](Cl)=[O:5].[NH2:17][C:18]1[CH:19]=[C:20]([NH:25][C:26]2[N:31]=[C:30]3[S:32][C:33]([NH:35][C:36]([CH:38]4[CH2:40][CH2:39]4)=[O:37])=[N:34][C:29]3=[CH:28][CH:27]=2)[CH:21]=[CH:22][C:23]=1[F:24].C(=O)([O-])O.[Na+], predict the reaction product. The product is: [Cl:1][C:2]1[C:10]([O:11][C:12]([C:15]#[N:16])([CH3:14])[CH3:13])=[CH:9][CH:8]=[CH:7][C:3]=1[C:4]([NH:17][C:18]1[CH:19]=[C:20]([NH:25][C:26]2[N:31]=[C:30]3[S:32][C:33]([NH:35][C:36]([CH:38]4[CH2:40][CH2:39]4)=[O:37])=[N:34][C:29]3=[CH:28][CH:27]=2)[CH:21]=[CH:22][C:23]=1[F:24])=[O:5].